From a dataset of Reaction yield outcomes from USPTO patents with 853,638 reactions. Predict the reaction yield, written as a fraction of the theoretical maximum amount of product (1.0 means a 100% yield; for example, 0.34 means a 34% yield). (1) The reactants are [C:1]1([N:7]2[CH2:12][CH2:11][N:10]([C:13]([C@H:15]3[CH2:22][CH2:21][C:18]4([CH2:20][CH2:19]4)[CH2:17][C@@H:16]3[C:23]([OH:25])=O)=[O:14])[CH2:9][CH2:8]2)[CH:6]=[CH:5][CH:4]=[CH:3][CH:2]=1.Cl.NO.F[P-](F)(F)(F)(F)F.[N:36]1([O:45][P+](N(C)C)(N(C)C)N(C)C)C2C=CC=CC=2N=N1.CCN(C(C)C)C(C)C. The catalyst is CN(C=O)C. The product is [OH:45][NH:36][C:23]([C@@H:16]1[C@@H:15]([C:13]([N:10]2[CH2:9][CH2:8][N:7]([C:1]3[CH:6]=[CH:5][CH:4]=[CH:3][CH:2]=3)[CH2:12][CH2:11]2)=[O:14])[CH2:22][CH2:21][C:18]2([CH2:19][CH2:20]2)[CH2:17]1)=[O:25]. The yield is 0.440. (2) The reactants are [Cl:1][C:2]1[CH:7]=[CH:6][C:5]([S:8]([NH:11][C:12]2[C:13]([C:19]([OH:21])=O)=[N:14][CH:15]=[C:16]([CH3:18])[CH:17]=2)(=[O:10])=[O:9])=[CH:4][C:3]=1[C:22]([F:25])([F:24])[F:23].[CH3:26][NH:27][O:28][CH3:29].Cl. The catalyst is C1COCC1. The product is [CH3:29][O:28][N:27]([CH3:26])[C:19]([C:13]1[C:12]([NH:11][S:8]([C:5]2[CH:6]=[CH:7][C:2]([Cl:1])=[C:3]([C:22]([F:25])([F:23])[F:24])[CH:4]=2)(=[O:10])=[O:9])=[CH:17][C:16]([CH3:18])=[CH:15][N:14]=1)=[O:21]. The yield is 0.840. (3) The reactants are [Br:1][CH:2]([CH3:6])[C:3](Cl)=[O:4].[NH:7]1[C:15]2[C:10](=[CH:11][CH:12]=[CH:13][C:14]=2[CH2:16][NH:17][CH2:18][C:19]2[CH:24]=[CH:23][C:22]([O:25][CH3:26])=[CH:21][C:20]=2[O:27][CH3:28])[CH:9]=[CH:8]1.C(N(CC)CC)C. The catalyst is O1CCCC1. The product is [CH3:28][O:27][C:20]1[CH:21]=[C:22]([O:25][CH3:26])[CH:23]=[CH:24][C:19]=1[CH2:18][N:17]([CH2:16][C:14]1[CH:13]=[CH:12][CH:11]=[C:10]2[C:15]=1[NH:7][CH:8]=[CH:9]2)[C:3](=[O:4])[CH:2]([Br:1])[CH3:6]. The yield is 0.630. (4) The reactants are [CH2:1]([O:3][C:4]1[C:5]([O:19][CH2:20][C:21]2[CH:26]=[CH:25][C:24]([O:27][CH3:28])=[CH:23][CH:22]=2)=[N:6][CH:7]=[C:8](B2OC(C)(C)C(C)(C)O2)[CH:9]=1)[CH3:2].[CH2:29]([O:36][CH2:37][CH2:38][O:39][C:40]1[CH:45]=[CH:44][C:43]([NH:46][C:47](=[O:58])[CH2:48][C:49]2[CH:54]=[CH:53][C:52](Br)=[C:51]([F:56])[C:50]=2[F:57])=[CH:42][C:41]=1[C:59]([F:62])([F:61])[F:60])[C:30]1[CH:35]=[CH:34][CH:33]=[CH:32][CH:31]=1.C([O-])([O-])=O.[Cs+].[Cs+]. The catalyst is O1CCOCC1.O.C1C=CC(P(C2C=CC=CC=2)[C-]2C=CC=C2)=CC=1.C1C=CC(P(C2C=CC=CC=2)[C-]2C=CC=C2)=CC=1.Cl[Pd]Cl.[Fe+2]. The product is [CH2:29]([O:36][CH2:37][CH2:38][O:39][C:40]1[CH:45]=[CH:44][C:43]([NH:46][C:47](=[O:58])[CH2:48][C:49]2[CH:54]=[CH:53][C:52]([C:8]3[CH:7]=[N:6][C:5]([O:19][CH2:20][C:21]4[CH:22]=[CH:23][C:24]([O:27][CH3:28])=[CH:25][CH:26]=4)=[C:4]([O:3][CH2:1][CH3:2])[CH:9]=3)=[C:51]([F:56])[C:50]=2[F:57])=[CH:42][C:41]=1[C:59]([F:61])([F:60])[F:62])[C:30]1[CH:35]=[CH:34][CH:33]=[CH:32][CH:31]=1. The yield is 0.527. (5) No catalyst specified. The product is [Cl:20][CH2:11][C:3]1[C:2]([F:1])=[CH:10][C:6]2[O:7][CH2:8][O:9][C:5]=2[CH:4]=1. The yield is 0.900. The reactants are [F:1][C:2]1[C:3]([CH2:11]O)=[CH:4][C:5]2[O:9][CH2:8][O:7][C:6]=2[CH:10]=1.C([O-])(O)=O.[Na+].O=S(Cl)[Cl:20]. (6) The reactants are Br[C:2]1[CH:7]=[CH:6][C:5]([Br:8])=[CH:4][N:3]=1.[C-:9]#[N:10].[C-]#N.[Na+].O. The catalyst is CN(C)C=O. The product is [C:9]([C:2]1[CH:7]=[CH:6][C:5]([Br:8])=[CH:4][N:3]=1)#[N:10]. The yield is 0.700.